Dataset: Forward reaction prediction with 1.9M reactions from USPTO patents (1976-2016). Task: Predict the product of the given reaction. Given the reactants [O:1]=[C:2]1[N:7]2[CH2:8][C@@H:9]([C:12]([O:14][CH3:15])=[O:13])[CH2:10][CH2:11][C@H:6]2[CH2:5][CH2:4][NH:3]1.[H-].[Na+].[CH3:18]I, predict the reaction product. The product is: [CH3:18][N:3]1[CH2:4][CH2:5][C@@H:6]2[CH2:11][CH2:10][C@H:9]([C:12]([O:14][CH3:15])=[O:13])[CH2:8][N:7]2[C:2]1=[O:1].